This data is from Full USPTO retrosynthesis dataset with 1.9M reactions from patents (1976-2016). The task is: Predict the reactants needed to synthesize the given product. (1) The reactants are: [N+](N=C1[NH:16][CH:8]2[NH:9][C:10](=N[N+]([O-])=O)[NH:11][CH:7]2[NH:6]1)([O-])=O.Cl.[N+:18](N=C1NC2NC(=N)NC2N1)([O-:20])=[O:19].[N+:31]([O-:34])([OH:33])=O.[N+:35](N=C1NC2NC(=N)NC2N1)([O-:37])=[O:36].N#[N+][O-:50].FC(F)(F)C(O[C:56](=[O:61])C(F)(F)F)=O.[N+:64]([O-])([OH:66])=[O:65]. Given the product [CH:7]12[N:6]([N+:31]([O-:34])=[O:33])[C:56](=[O:61])[N:16]([N+:64]([O-:66])=[O:65])[CH:8]1[N:9]([N+:35]([O-:37])=[O:36])[C:10]([N:11]2[N+:18]([O-:20])=[O:19])=[O:50], predict the reactants needed to synthesize it. (2) Given the product [OH:5][C:3]1[C:15]2[C:13](=[C:12]([CH:9]3[CH2:11][CH2:10]3)[CH:18]=[CH:17][CH:16]=2)[N:14]=[C:1]([C:6]([O:8][CH3:19])=[O:7])[CH:2]=1, predict the reactants needed to synthesize it. The reactants are: [C:1]([C:6]([O-:8])=[O:7])#[C:2][C:3]([O-:5])=O.[CH:9]1([C:12]2[CH:18]=[CH:17][CH:16]=[CH:15][C:13]=2[NH2:14])[CH2:11][CH2:10]1.[CH3:19]O. (3) Given the product [F:1][C:2]1[CH:7]=[CH:6][C:5]([N:8]2[C:16]3[C:11](=[CH:12][C:13]([C:17]4([C:23]([CH3:28])([CH3:27])[CH2:24][NH2:26])[CH2:18][CH2:19][O:20][CH2:21][CH2:22]4)=[CH:14][CH:15]=3)[CH:10]=[N:9]2)=[CH:4][CH:3]=1, predict the reactants needed to synthesize it. The reactants are: [F:1][C:2]1[CH:7]=[CH:6][C:5]([N:8]2[C:16]3[C:11](=[CH:12][C:13]([C:17]4([C:23]([CH3:28])([CH3:27])[C:24]([NH2:26])=O)[CH2:22][CH2:21][O:20][CH2:19][CH2:18]4)=[CH:14][CH:15]=3)[CH:10]=[N:9]2)=[CH:4][CH:3]=1.[H-].[H-].[H-].[H-].[Li+].[Al+3]. (4) Given the product [NH2:9][C:7]1[CH:6]=[C:5]([S:12]([NH:15][CH3:16])(=[O:14])=[O:13])[CH:4]=[C:3]([N:2]([CH3:17])[CH3:1])[CH:8]=1, predict the reactants needed to synthesize it. The reactants are: [CH3:1][N:2]([CH3:17])[C:3]1[CH:4]=[C:5]([S:12]([NH:15][CH3:16])(=[O:14])=[O:13])[CH:6]=[C:7]([N+:9]([O-])=O)[CH:8]=1. (5) Given the product [F:15][C:2]1([F:1])[C@@H:6]([O:7][C:17]2[C:18]([N+:23]([O-:25])=[O:24])=[N:19][CH:20]=[CH:21][CH:22]=2)[CH2:5][N:4]([C:8]([O:10][C:11]([CH3:12])([CH3:14])[CH3:13])=[O:9])[CH2:3]1, predict the reactants needed to synthesize it. The reactants are: [F:1][C:2]1([F:15])[C@@H:6]([OH:7])[CH2:5][N:4]([C:8]([O:10][C:11]([CH3:14])([CH3:13])[CH3:12])=[O:9])[CH2:3]1.F[C:17]1[C:18]([N+:23]([O-:25])=[O:24])=[N:19][CH:20]=[CH:21][CH:22]=1.C(=O)([O-])[O-].[Cs+].[Cs+]. (6) Given the product [CH3:1][C:2]1[O:3][C:4]([CH3:10])=[CH:5][C:6]=1[CH2:7][OH:8], predict the reactants needed to synthesize it. The reactants are: [CH3:1][C:2]1[O:3][C:4]([CH3:10])=[CH:5][C:6]=1[C:7](Cl)=[O:8].[BH4-].[Na+].Cl.O. (7) Given the product [CH2:9]([C@H:16]1[CH2:20][N:19]([C:6]([CH:3]2[CH2:4][CH2:5][O:1][CH2:2]2)=[O:8])[C@H:18]([C:21]([NH:23][C:24]2[CH:29]=[CH:28][C:27]([O:30][C:31]3[CH:32]=[CH:33][C:34]([F:37])=[CH:35][CH:36]=3)=[CH:26][CH:25]=2)=[O:22])[CH2:17]1)[C:10]1[CH:11]=[CH:12][CH:13]=[CH:14][CH:15]=1, predict the reactants needed to synthesize it. The reactants are: [O:1]1[CH2:5][CH2:4][CH:3]([C:6]([OH:8])=O)[CH2:2]1.[CH2:9]([C@H:16]1[CH2:20][NH:19][C@H:18]([C:21]([NH:23][C:24]2[CH:29]=[CH:28][C:27]([O:30][C:31]3[CH:36]=[CH:35][C:34]([F:37])=[CH:33][CH:32]=3)=[CH:26][CH:25]=2)=[O:22])[CH2:17]1)[C:10]1[CH:15]=[CH:14][CH:13]=[CH:12][CH:11]=1.